Dataset: Full USPTO retrosynthesis dataset with 1.9M reactions from patents (1976-2016). Task: Predict the reactants needed to synthesize the given product. (1) Given the product [CH:1]([O:4][S:5]([OH:8])(=[O:7])=[O:6])([CH3:3])[CH3:2].[NH2:9][C@@H:10]([CH2:14][C:15]1[CH:20]=[CH:19][C:18]([C:21]2[CH:26]=[C:25]([O:27][C@H:28]([C:33]3[CH:38]=[CH:37][C:36]([Cl:39])=[CH:35][C:34]=3[N:40]3[CH:44]=[CH:43][C:42]([CH3:45])=[N:41]3)[C:29]([F:31])([F:32])[F:30])[N:24]=[C:23]([NH2:46])[N:22]=2)=[CH:17][CH:16]=1)[C:11]([OH:13])=[O:12], predict the reactants needed to synthesize it. The reactants are: [CH:1]([O:4][S:5](=[O:8])(=[O:7])[OH:6])([CH3:3])[CH3:2].[NH2:9][C@@H:10]([CH2:14][C:15]1[CH:20]=[CH:19][C:18]([C:21]2[CH:26]=[C:25]([O:27][C@H:28]([C:33]3[CH:38]=[CH:37][C:36]([Cl:39])=[CH:35][C:34]=3[N:40]3[CH:44]=[CH:43][C:42]([CH3:45])=[N:41]3)[C:29]([F:32])([F:31])[F:30])[N:24]=[C:23]([NH2:46])[N:22]=2)=[CH:17][CH:16]=1)[C:11]([OH:13])=[O:12]. (2) Given the product [C:31]([O:33][C@@H:4]1[CH2:13][CH2:12][C:11]2[C:6](=[CH:7][CH:8]=[C:9]([C@H:14]3[CH2:23][CH2:22][C@@:16]4([NH:20][C:19](=[O:21])[O:18][CH2:17]4)[CH2:15]3)[CH:10]=2)[CH2:5]1)(=[O:32])[CH3:26], predict the reactants needed to synthesize it. The reactants are: C([C@@H:4]1[CH2:13][CH2:12][C:11]2[CH:10]=[C:9]([C@H:14]3[CH2:23][CH2:22][C@@:16]4([NH:20][C:19](=[O:21])[O:18][CH2:17]4)[CH2:15]3)[CH:8]=[CH:7][C:6]=2[CH2:5]1)(=O)C.C1C=C(Cl)C=[C:26]([C:31]([O:33]O)=[O:32])C=1. (3) Given the product [Cl:3][C:4]1[CH:5]=[CH:6][C:7]([O:35][CH:36]([F:37])[F:38])=[C:8]([C:10]2[C:14]([NH:15][C:16]([C:18]3[CH:19]=[N:20][N:21]4[CH:26]=[CH:25][CH:24]=[N:23][C:22]=34)=[O:17])=[CH:13][N:12]([CH2:27][CH:28]=[C:29]3[CH2:34][CH2:33][N:32]([CH3:40])[CH2:31][CH2:30]3)[N:11]=2)[CH:9]=1, predict the reactants needed to synthesize it. The reactants are: C=O.[Cl:3][C:4]1[CH:5]=[CH:6][C:7]([O:35][CH:36]([F:38])[F:37])=[C:8]([C:10]2[C:14]([NH:15][C:16]([C:18]3[CH:19]=[N:20][N:21]4[CH:26]=[CH:25][CH:24]=[N:23][C:22]=34)=[O:17])=[CH:13][N:12]([CH2:27][CH:28]=[C:29]3[CH2:34][CH2:33][NH:32][CH2:31][CH2:30]3)[N:11]=2)[CH:9]=1.[BH3-][C:40]#N.[Na+].C(#N)C.